Dataset: Full USPTO retrosynthesis dataset with 1.9M reactions from patents (1976-2016). Task: Predict the reactants needed to synthesize the given product. (1) Given the product [NH:1]1[C:5]2[CH:6]=[CH:7][CH:8]=[CH:9][C:4]=2[N:3]=[C:2]1[C:10]([C:11]1[CH:12]=[CH:13][C:14]([O:15][C:16]2[C:21]([CH:22]3[CH2:26][CH2:25][CH:24]([OH:27])[CH2:23]3)=[CH:20][CH:19]=[CH:18][N:17]=2)=[CH:28][CH:29]=1)=[O:30], predict the reactants needed to synthesize it. The reactants are: [NH:1]1[C:5]2[CH:6]=[CH:7][CH:8]=[CH:9][C:4]=2[N:3]=[C:2]1[CH:10]([OH:30])[C:11]1[CH:29]=[CH:28][C:14]([O:15][C:16]2[C:21]([CH:22]3[CH2:26][CH2:25][CH:24]([OH:27])[CH2:23]3)=[CH:20][CH:19]=[CH:18][N:17]=2)=[CH:13][CH:12]=1. (2) Given the product [Cl:3][C:4]1[CH:5]=[C:6]([C:14]2[O:18][N:17]=[C:16]([C:19]3[C:20]([CH3:36])=[C:21]4[C:25](=[CH:26][CH:27]=3)[N:24]([CH2:28][CH2:29][CH2:30][C:31]([OH:33])=[O:32])[N:23]=[CH:22]4)[N:15]=2)[CH:7]=[N:8][C:9]=1[O:10][CH:11]([CH3:12])[CH3:13], predict the reactants needed to synthesize it. The reactants are: [OH-].[Na+].[Cl:3][C:4]1[CH:5]=[C:6]([C:14]2[O:18][N:17]=[C:16]([C:19]3[C:20]([CH3:36])=[C:21]4[C:25](=[CH:26][CH:27]=3)[N:24]([CH2:28][CH2:29][CH2:30][C:31]([O:33]CC)=[O:32])[N:23]=[CH:22]4)[N:15]=2)[CH:7]=[N:8][C:9]=1[O:10][CH:11]([CH3:13])[CH3:12].Cl. (3) Given the product [C:2]1([N:14]([C:15]2[CH:16]=[CH:17][CH:18]=[CH:19][CH:20]=2)[C:8]2[CH:13]=[CH:12][CH:11]=[CH:10][CH:9]=2)[CH:7]=[CH:6][CH:5]=[CH:4][CH:3]=1, predict the reactants needed to synthesize it. The reactants are: Br[C:2]1[CH:7]=[CH:6][CH:5]=[CH:4][CH:3]=1.[C:8]1([NH:14][C:15]2[CH:20]=[CH:19][CH:18]=[CH:17][CH:16]=2)[CH:13]=[CH:12][CH:11]=[CH:10][CH:9]=1.CC(C)([O-])C.[Na+]. (4) Given the product [OH:1][C:2]([CH3:28])([CH3:29])[CH2:3][CH2:4][C:5]1[CH:6]=[CH:7][C:8]([N:11]2[CH:15]=[CH:14][C:13]([C@H:16]([C:18]3[CH:27]=[CH:26][C:21]4[NH:22][C:23](=[O:25])[S:24][C:20]=4[CH:19]=3)[CH3:17])=[N:12]2)=[N:9][CH:10]=1, predict the reactants needed to synthesize it. The reactants are: [OH:1][C:2]([CH3:29])([CH3:28])[CH2:3][CH2:4][C:5]1[CH:6]=[CH:7][C:8]([N:11]2[CH:15]=[CH:14][C:13]([CH:16]([C:18]3[CH:27]=[CH:26][C:21]4[NH:22][C:23](=[O:25])[S:24][C:20]=4[CH:19]=3)[CH3:17])=[N:12]2)=[N:9][CH:10]=1.CCO.CCCCCC.C(=O)=O. (5) Given the product [C:14]1([C:13]2[O:12][C:3]3[CH:4]=[C:5]([C:6]([OH:8])=[O:7])[CH:10]=[CH:11][C:2]=3[N:1]=2)[CH:19]=[CH:18][CH:17]=[CH:16][CH:15]=1, predict the reactants needed to synthesize it. The reactants are: [NH2:1][C:2]1[CH:11]=[CH:10][C:5]([C:6]([O:8]C)=[O:7])=[CH:4][C:3]=1[OH:12].[CH:13](=O)[C:14]1[CH:19]=[CH:18][CH:17]=[CH:16][CH:15]=1.C([O-])(=O)C.[Pb+4].C([O-])(=O)C.C([O-])(=O)C.C([O-])(=O)C.[OH-].[Na+]. (6) Given the product [OH:37][C@@H:35]([CH3:36])[C:33]([N:1]1[CH2:6][CH2:5][CH:4]([NH:7][C:8]([C:10]2[C:14]3[N:15]=[CH:16][N:17]=[C:18]([C:19]4[C:27]5[O:26][CH2:25][O:24][C:23]=5[CH:22]=[CH:21][C:20]=4[O:28][CH2:29][CH2:30][CH3:31])[C:13]=3[NH:12][CH:11]=2)=[O:9])[CH2:3][CH2:2]1)=[O:34], predict the reactants needed to synthesize it. The reactants are: [NH:1]1[CH2:6][CH2:5][CH:4]([NH:7][C:8]([C:10]2[C:14]3[N:15]=[CH:16][N:17]=[C:18]([C:19]4[C:27]5[O:26][CH2:25][O:24][C:23]=5[CH:22]=[CH:21][C:20]=4[O:28][CH2:29][CH2:30][CH3:31])[C:13]=3[NH:12][CH:11]=2)=[O:9])[CH2:3][CH2:2]1.Cl[C:33]([C@@H:35]([O:37]C(=O)C)[CH3:36])=[O:34].